The task is: Regression. Given two drug SMILES strings and cell line genomic features, predict the synergy score measuring deviation from expected non-interaction effect.. This data is from NCI-60 drug combinations with 297,098 pairs across 59 cell lines. (1) Drug 2: COC1=C2C(=CC3=C1OC=C3)C=CC(=O)O2. Drug 1: CCC1=CC2CC(C3=C(CN(C2)C1)C4=CC=CC=C4N3)(C5=C(C=C6C(=C5)C78CCN9C7C(C=CC9)(C(C(C8N6C)(C(=O)OC)O)OC(=O)C)CC)OC)C(=O)OC.C(C(C(=O)O)O)(C(=O)O)O. Cell line: MDA-MB-231. Synergy scores: CSS=33.0, Synergy_ZIP=-9.02, Synergy_Bliss=-0.479, Synergy_Loewe=-32.6, Synergy_HSA=0.664. (2) Drug 1: CCC(=C(C1=CC=CC=C1)C2=CC=C(C=C2)OCCN(C)C)C3=CC=CC=C3.C(C(=O)O)C(CC(=O)O)(C(=O)O)O. Drug 2: C1CNP(=O)(OC1)N(CCCl)CCCl. Cell line: HS 578T. Synergy scores: CSS=2.33, Synergy_ZIP=-1.81, Synergy_Bliss=-1.68, Synergy_Loewe=1.80, Synergy_HSA=-0.420. (3) Drug 1: CC(C1=C(C=CC(=C1Cl)F)Cl)OC2=C(N=CC(=C2)C3=CN(N=C3)C4CCNCC4)N. Drug 2: CN1CCC(CC1)COC2=C(C=C3C(=C2)N=CN=C3NC4=C(C=C(C=C4)Br)F)OC. Cell line: UO-31. Synergy scores: CSS=24.9, Synergy_ZIP=-7.12, Synergy_Bliss=1.46, Synergy_Loewe=2.78, Synergy_HSA=3.50. (4) Drug 1: C1=NNC2=C1C(=O)NC=N2. Drug 2: CCN(CC)CCCC(C)NC1=C2C=C(C=CC2=NC3=C1C=CC(=C3)Cl)OC. Cell line: HCT-15. Synergy scores: CSS=25.1, Synergy_ZIP=-1.38, Synergy_Bliss=1.63, Synergy_Loewe=-3.94, Synergy_HSA=-1.06.